From a dataset of Full USPTO retrosynthesis dataset with 1.9M reactions from patents (1976-2016). Predict the reactants needed to synthesize the given product. The reactants are: [CH2:1]([O:3][C:4](=[O:24])[C:5]1[CH:10]=[CH:9][CH:8]=[C:7]([S:11][C:12]2[C:20]3[C:15](=[CH:16][C:17]([Cl:22])=[C:18]([F:21])[CH:19]=3)[NH:14][C:13]=2[CH3:23])[CH:6]=1)[CH3:2].Br[C:26]1[CH:27]=[N:28][N:29]([CH2:31][CH3:32])[CH:30]=1. Given the product [CH2:1]([O:3][C:4](=[O:24])[C:5]1[CH:10]=[CH:9][CH:8]=[C:7]([S:11][C:12]2[C:20]3[C:15](=[CH:16][C:17]([Cl:22])=[C:18]([F:21])[CH:19]=3)[N:14]([C:26]3[CH:27]=[N:28][N:29]([CH2:31][CH3:32])[CH:30]=3)[C:13]=2[CH3:23])[CH:6]=1)[CH3:2], predict the reactants needed to synthesize it.